From a dataset of Full USPTO retrosynthesis dataset with 1.9M reactions from patents (1976-2016). Predict the reactants needed to synthesize the given product. (1) Given the product [CH2:30]([O:32][C:33]1[CH:34]=[C:35]([CH:38]=[C:39]([O:46][CH2:47][CH3:48])[C:40]=1[N:41]1[CH:45]=[CH:44][CH:43]=[CH:42]1)[CH2:36][N:8]1[CH2:13][CH2:12][CH:11]([NH:14][C:15]2[O:16][C:17]3[C:23]([O:24][CH2:25][CH:26]([OH:29])[CH2:27][OH:28])=[CH:22][CH:21]=[CH:20][C:18]=3[N:19]=2)[CH2:10][CH2:9]1)[CH3:31], predict the reactants needed to synthesize it. The reactants are: FC(F)(F)C(O)=O.[NH:8]1[CH2:13][CH2:12][CH:11]([NH:14][C:15]2[O:16][C:17]3[C:23]([O:24][CH2:25][CH:26]([OH:29])[CH2:27][OH:28])=[CH:22][CH:21]=[CH:20][C:18]=3[N:19]=2)[CH2:10][CH2:9]1.[CH2:30]([O:32][C:33]1[CH:34]=[C:35]([CH:38]=[C:39]([O:46][CH2:47][CH3:48])[C:40]=1[N:41]1[CH:45]=[CH:44][CH:43]=[CH:42]1)[CH:36]=O)[CH3:31].C([BH3-])#N.[Na+].C(N(C(C)C)C(C)C)C. (2) Given the product [CH2:17]([O:16][CH2:15][C:9]1[N:10]([CH2:11][CH:12]([CH3:14])[CH3:13])[C:6]2[C:5]([CH3:19])=[C:4]([CH3:20])[N:3]=[C:2]([NH:28][CH2:27][C:26]3[CH:29]=[CH:30][C:23]([O:22][CH3:21])=[CH:24][CH:25]=3)[C:7]=2[N:8]=1)[CH3:18], predict the reactants needed to synthesize it. The reactants are: Cl[C:2]1[C:7]2[N:8]=[C:9]([CH2:15][O:16][CH2:17][CH3:18])[N:10]([CH2:11][CH:12]([CH3:14])[CH3:13])[C:6]=2[C:5]([CH3:19])=[C:4]([CH3:20])[N:3]=1.[CH3:21][O:22][C:23]1[CH:30]=[CH:29][C:26]([CH2:27][NH2:28])=[CH:25][CH:24]=1.Cl.N1C=CC=CC=1.O. (3) Given the product [OH:12][NH:11][C:4](=[NH:5])[C:3]1[CH:6]=[CH:7][C:8]([CH3:10])=[CH:9][C:2]=1[CH3:1], predict the reactants needed to synthesize it. The reactants are: [CH3:1][C:2]1[CH:9]=[C:8]([CH3:10])[CH:7]=[CH:6][C:3]=1[C:4]#[N:5].[NH2:11][OH:12]. (4) Given the product [CH3:33]/[C:32](/[CH2:31][CH2:30][CH:29]=[C:27]([CH3:26])[CH3:28])=[CH:34]\[CH:1]1[O:4][CH2:5][C:11]([CH3:12])([CH3:10])[CH2:3][O:2]1, predict the reactants needed to synthesize it. The reactants are: [C:1](OC)(OC)([O:4][CH3:5])[O:2][CH3:3].[CH3:10][C:11](C)(CO)[CH2:12]O.B(F)(F)F.CCOCC.[CH3:26][C:27](=[CH:29][CH2:30][CH2:31]/[C:32](=[CH:34]/C=O)/[CH3:33])[CH3:28].C(=O)=O.C(N(CC)CC)C.C([O-])(O)=O.[Na+]. (5) Given the product [CH2:1]([P:7](=[O:8])([OH:10])[OH:9])[CH2:2][P:3](=[O:4])([OH:6])[OH:5].[CH2:11]([OH:14])[CH2:12][OH:13], predict the reactants needed to synthesize it. The reactants are: [CH2:1]([P:7](=[O:10])([OH:9])[OH:8])[CH2:2][P:3](=[O:6])([OH:5])[OH:4].[CH2:11]([OH:14])[CH2:12][OH:13].